Dataset: Reaction yield outcomes from USPTO patents with 853,638 reactions. Task: Predict the reaction yield, written as a fraction of the theoretical maximum amount of product (1.0 means a 100% yield; for example, 0.34 means a 34% yield). (1) The reactants are [C:1]([C:3]1[CH:4]=[N:5][C:6]([NH:9][C@@H:10]2[CH2:14][CH2:13][NH:12][CH2:11]2)=[N:7][CH:8]=1)#[CH:2].[F:15][C:16]1[CH:24]=[CH:23][C:22]([CH:25]=[O:26])=[CH:21][C:17]=1[C:18](O)=[O:19].F[P-](F)(F)(F)(F)F.N1(OC(N(C)C)=[N+](C)C)C2C=CC=CC=2N=N1.C(N(CC)C(C)C)(C)C. No catalyst specified. The product is [C:1]([C:3]1[CH:8]=[N:7][C:6]([NH:9][C@@H:10]2[CH2:14][CH2:13][N:12]([C:18]([C:17]3[CH:21]=[C:22]([CH:23]=[CH:24][C:16]=3[F:15])[CH:25]=[O:26])=[O:19])[CH2:11]2)=[N:5][CH:4]=1)#[CH:2]. The yield is 0.510. (2) The reactants are C(O)C.Cl[C:5]1[CH:6]=[C:7]([NH:26][CH2:27][CH:28]2[CH2:33][CH2:32][O:31][CH2:30][CH2:29]2)[C:8]2[N:9]([C:11]([C:14]3[CH:25]=[CH:24][C:17]([C:18]([NH:20][CH:21]4[CH2:23][CH2:22]4)=[O:19])=[CH:16][CH:15]=3)=[CH:12][N:13]=2)[N:10]=1.[C:34]([C:37]1[CH:42]=[CH:41][C:40](B(O)O)=[CH:39][CH:38]=1)(=[O:36])[NH2:35].C(=O)([O-])[O-].[Na+].[Na+]. The catalyst is C1C=CC(P(C2C=CC=CC=2)[C-]2C=CC=C2)=CC=1.C1C=CC(P(C2C=CC=CC=2)[C-]2C=CC=C2)=CC=1.Cl[Pd]Cl.[Fe+2].C(OCC)(=O)C.O. The product is [C:34]([C:37]1[CH:42]=[CH:41][C:40]([C:5]2[CH:6]=[C:7]([NH:26][CH2:27][CH:28]3[CH2:29][CH2:30][O:31][CH2:32][CH2:33]3)[C:8]3[N:9]([C:11]([C:14]4[CH:25]=[CH:24][C:17]([C:18]([NH:20][CH:21]5[CH2:22][CH2:23]5)=[O:19])=[CH:16][CH:15]=4)=[CH:12][N:13]=3)[N:10]=2)=[CH:39][CH:38]=1)(=[O:36])[NH2:35]. The yield is 0.490. (3) The reactants are [CH2:1]([C@@H:4]([C@H:12]([CH2:17][N:18]([CH2:29][C:30]1[CH:35]=[CH:34][CH:33]=[CH:32][CH:31]=1)[C:19]([O:21][CH2:22][C:23]1[CH:28]=[CH:27][CH:26]=[CH:25][CH:24]=1)=[O:20])[C:13]([O:15][CH3:16])=[O:14])[C:5]([O:7][C:8]([CH3:11])([CH3:10])[CH3:9])=[O:6])[CH:2]=C.[O:36]=[O+][O-].CSC. The catalyst is ClCCl. The yield is 0.790. The product is [CH2:29]([N:18]([CH2:17][C@@H:12]([C@H:4]([CH2:1][CH:2]=[O:36])[C:5]([O:7][C:8]([CH3:9])([CH3:10])[CH3:11])=[O:6])[C:13]([O:15][CH3:16])=[O:14])[C:19]([O:21][CH2:22][C:23]1[CH:28]=[CH:27][CH:26]=[CH:25][CH:24]=1)=[O:20])[C:30]1[CH:35]=[CH:34][CH:33]=[CH:32][CH:31]=1. (4) The reactants are [CH3:1][O:2][C:3]([C:5]1[C:18]([NH:19][C:20]2[CH:25]=[CH:24][C:23]([Br:26])=[CH:22][C:21]=2[Cl:27])=[C:17]([F:28])[C:8]2[N:9]=[CH:10][N:11]([CH2:12][CH2:13][C:14](O)=[O:15])[C:7]=2[CH:6]=1)=[O:4].[CH:29]1[CH:30]=CC2N(O)N=[N:35][C:33]=2[CH:34]=1.O.CCN(CC)CC.N1CCCC1.CCN=C=NCCCN(C)C. The catalyst is CN(C=O)C.CCOC(C)=O.O. The product is [CH3:1][O:2][C:3]([C:5]1[C:18]([NH:19][C:20]2[CH:25]=[CH:24][C:23]([Br:26])=[CH:22][C:21]=2[Cl:27])=[C:17]([F:28])[C:8]2[N:9]=[CH:10][N:11]([CH2:12][CH2:13][C:14](=[O:15])[N:35]3[CH2:30][CH2:29][CH2:34][CH2:33]3)[C:7]=2[CH:6]=1)=[O:4]. The yield is 0.670. (5) The reactants are [Cl:1][C:2]1[C:7]([O:8][CH3:9])=[CH:6][C:5]([O:10][CH3:11])=[C:4]([Cl:12])[C:3]=1[N:13]1[CH2:22][C:21]2[C:16](=[N:17][C:18](S(C)(=O)=O)=[N:19][CH:20]=2)[N:15]([CH3:27])[C:14]1=[O:28].[CH3:29][C:30]1[CH:36]=[CH:35][CH:34]=[C:33]([N+:37]([O-:39])=[O:38])[C:31]=1[NH2:32].C([O-])(C)(C)C.[K+]. The catalyst is CN(C)C=O. The product is [Cl:1][C:2]1[C:7]([O:8][CH3:9])=[CH:6][C:5]([O:10][CH3:11])=[C:4]([Cl:12])[C:3]=1[N:13]1[CH2:22][C:21]2[C:16](=[N:17][C:18]([NH:32][C:31]3[C:33]([N+:37]([O-:39])=[O:38])=[CH:34][CH:35]=[CH:36][C:30]=3[CH3:29])=[N:19][CH:20]=2)[N:15]([CH3:27])[C:14]1=[O:28]. The yield is 0.560.